Dataset: Forward reaction prediction with 1.9M reactions from USPTO patents (1976-2016). Task: Predict the product of the given reaction. Given the reactants C([O:8][C:9]1[CH:36]=[CH:35][C:12]([CH2:13][N:14]([CH2:27][CH2:28][C:29]2[CH:34]=[CH:33][CH:32]=[CH:31][N:30]=2)[C:15](=[O:26])[CH2:16][CH2:17][CH2:18][CH2:19][C:20]2[CH:25]=[CH:24][CH:23]=[CH:22][CH:21]=2)=[CH:11][C:10]=1[O:37][CH3:38])C1C=CC=CC=1, predict the reaction product. The product is: [OH:8][C:9]1[CH:36]=[CH:35][C:12]([CH2:13][N:14]([CH2:27][CH2:28][C:29]2[CH:34]=[CH:33][CH:32]=[CH:31][N:30]=2)[C:15](=[O:26])[CH2:16][CH2:17][CH2:18][CH2:19][C:20]2[CH:25]=[CH:24][CH:23]=[CH:22][CH:21]=2)=[CH:11][C:10]=1[O:37][CH3:38].